This data is from Catalyst prediction with 721,799 reactions and 888 catalyst types from USPTO. The task is: Predict which catalyst facilitates the given reaction. (1) Reactant: [Cl:1][C:2]1[CH:3]=[C:4]([NH:16][C:17]2[C:26]3[C:21](=[CH:22][CH:23]=[C:24]([NH2:27])[CH:25]=3)[N:20]=[CH:19][N:18]=2)[CH:5]=[CH:6][C:7]=1[O:8][CH2:9][C:10]1[CH:15]=[CH:14][CH:13]=[CH:12][N:11]=1.[Br:28][CH2:29]/[CH:30]=[CH:31]/[C:32](Cl)=[O:33].O. Product: [Br:28][CH2:29]/[CH:30]=[CH:31]/[C:32]([NH:27][C:24]1[CH:25]=[C:26]2[C:21](=[CH:22][CH:23]=1)[N:20]=[CH:19][N:18]=[C:17]2[NH:16][C:4]1[CH:5]=[CH:6][C:7]([O:8][CH2:9][C:10]2[CH:15]=[CH:14][CH:13]=[CH:12][N:11]=2)=[C:2]([Cl:1])[CH:3]=1)=[O:33]. The catalyst class is: 1. (2) Reactant: [C:1]([C:4]1[C:5]([OH:25])=[C:6]([C@@H:14]2[CH2:18][CH2:17][N:16]([CH3:19])[C@H:15]2[CH2:20][O:21][C:22](=[O:24])[CH3:23])[C:7]([O:12][CH3:13])=[CH:8][C:9]=1[O:10][CH3:11])(=[O:3])[CH3:2].[Cl:26][C:27]1[C:32]([C:33](O)=[O:34])=[CH:31][CH:30]=[CH:29][N:28]=1.O=P(Cl)(Cl)Cl. Product: [C:22]([O:21][CH2:20][C@H:15]1[C@H:14]([C:6]2[C:7]([O:12][CH3:13])=[CH:8][C:9]([O:10][CH3:11])=[C:4]([C:1](=[O:3])[CH3:2])[C:5]=2[O:25][C:33](=[O:34])[C:32]2[CH:31]=[CH:30][CH:29]=[N:28][C:27]=2[Cl:26])[CH2:18][CH2:17][N:16]1[CH3:19])(=[O:24])[CH3:23]. The catalyst class is: 17. (3) Reactant: [C:1]([NH:5][C:6]([C:8]1[CH:27]=[CH:26][C:11]([CH2:12][NH:13][C:14]2[C:24]3[CH2:23][CH2:22][NH:21][CH2:20][CH2:19][C:18]=3[CH:17]=[CH:16][C:15]=2[Cl:25])=[CH:10][CH:9]=1)=O)([CH3:4])([CH3:3])[CH3:2].COC1C=CC(P2(=S)SP(=S)(C3C=CC(OC)=CC=3)[S:37]2)=CC=1. Product: [ClH:25].[Cl:25][C:15]1[CH:16]=[CH:17][C:18]2[CH2:19][CH2:20][NH:21][CH2:22][CH2:23][C:24]=2[C:14]=1[NH:13][CH2:12][C:11]1[CH:26]=[CH:27][C:8]([C:6](=[S:37])[NH:5][C:1]([CH3:4])([CH3:3])[CH3:2])=[CH:9][CH:10]=1. The catalyst class is: 12.